Dataset: NCI-60 drug combinations with 297,098 pairs across 59 cell lines. Task: Regression. Given two drug SMILES strings and cell line genomic features, predict the synergy score measuring deviation from expected non-interaction effect. (1) Drug 1: C1=C(C(=O)NC(=O)N1)N(CCCl)CCCl. Drug 2: CC(C)NC(=O)C1=CC=C(C=C1)CNNC.Cl. Cell line: KM12. Synergy scores: CSS=12.6, Synergy_ZIP=-3.49, Synergy_Bliss=-2.26, Synergy_Loewe=4.47, Synergy_HSA=3.33. (2) Drug 1: C1CC(=O)NC(=O)C1N2CC3=C(C2=O)C=CC=C3N. Drug 2: C1=NC2=C(N1)C(=S)N=CN2. Cell line: NCI-H322M. Synergy scores: CSS=10.4, Synergy_ZIP=-11.6, Synergy_Bliss=-14.7, Synergy_Loewe=-39.6, Synergy_HSA=-13.6. (3) Drug 1: CC1C(C(CC(O1)OC2CC(CC3=C2C(=C4C(=C3O)C(=O)C5=C(C4=O)C(=CC=C5)OC)O)(C(=O)C)O)N)O.Cl. Drug 2: C1=NC2=C(N1)C(=S)N=CN2. Cell line: OVCAR-8. Synergy scores: CSS=29.0, Synergy_ZIP=-13.9, Synergy_Bliss=-16.4, Synergy_Loewe=-15.3, Synergy_HSA=-14.1. (4) Drug 1: CCC1=CC2CC(C3=C(CN(C2)C1)C4=CC=CC=C4N3)(C5=C(C=C6C(=C5)C78CCN9C7C(C=CC9)(C(C(C8N6C)(C(=O)OC)O)OC(=O)C)CC)OC)C(=O)OC.C(C(C(=O)O)O)(C(=O)O)O. Drug 2: CCC1(C2=C(COC1=O)C(=O)N3CC4=CC5=C(C=CC(=C5CN(C)C)O)N=C4C3=C2)O.Cl. Cell line: LOX IMVI. Synergy scores: CSS=37.9, Synergy_ZIP=-3.53, Synergy_Bliss=-3.74, Synergy_Loewe=-0.414, Synergy_HSA=-0.0464. (5) Drug 1: C1CCN(CC1)CCOC2=CC=C(C=C2)C(=O)C3=C(SC4=C3C=CC(=C4)O)C5=CC=C(C=C5)O. Drug 2: CC1CCC2CC(C(=CC=CC=CC(CC(C(=O)C(C(C(=CC(C(=O)CC(OC(=O)C3CCCCN3C(=O)C(=O)C1(O2)O)C(C)CC4CCC(C(C4)OC)OCCO)C)C)O)OC)C)C)C)OC. Cell line: CAKI-1. Synergy scores: CSS=25.3, Synergy_ZIP=-0.0811, Synergy_Bliss=-1.20, Synergy_Loewe=-8.82, Synergy_HSA=0.672. (6) Drug 1: COC1=NC(=NC2=C1N=CN2C3C(C(C(O3)CO)O)O)N. Drug 2: CCN(CC)CCNC(=O)C1=C(NC(=C1C)C=C2C3=C(C=CC(=C3)F)NC2=O)C. Cell line: KM12. Synergy scores: CSS=26.4, Synergy_ZIP=-6.90, Synergy_Bliss=-5.44, Synergy_Loewe=-3.35, Synergy_HSA=-2.89. (7) Drug 1: CC1=C2C(C(=O)C3(C(CC4C(C3C(C(C2(C)C)(CC1OC(=O)C(C(C5=CC=CC=C5)NC(=O)C6=CC=CC=C6)O)O)OC(=O)C7=CC=CC=C7)(CO4)OC(=O)C)O)C)OC(=O)C. Drug 2: CC=C1C(=O)NC(C(=O)OC2CC(=O)NC(C(=O)NC(CSSCCC=C2)C(=O)N1)C(C)C)C(C)C. Cell line: KM12. Synergy scores: CSS=27.6, Synergy_ZIP=-1.61, Synergy_Bliss=3.17, Synergy_Loewe=-22.8, Synergy_HSA=4.04. (8) Drug 1: CC1OCC2C(O1)C(C(C(O2)OC3C4COC(=O)C4C(C5=CC6=C(C=C35)OCO6)C7=CC(=C(C(=C7)OC)O)OC)O)O. Drug 2: CC12CCC3C(C1CCC2O)C(CC4=C3C=CC(=C4)O)CCCCCCCCCS(=O)CCCC(C(F)(F)F)(F)F. Cell line: HCC-2998. Synergy scores: CSS=12.4, Synergy_ZIP=-1.88, Synergy_Bliss=-3.00, Synergy_Loewe=-8.85, Synergy_HSA=-5.08. (9) Drug 1: CNC(=O)C1=CC=CC=C1SC2=CC3=C(C=C2)C(=NN3)C=CC4=CC=CC=N4. Drug 2: CC1=C(C=C(C=C1)NC(=O)C2=CC=C(C=C2)CN3CCN(CC3)C)NC4=NC=CC(=N4)C5=CN=CC=C5. Cell line: HT29. Synergy scores: CSS=0.215, Synergy_ZIP=0.152, Synergy_Bliss=-3.14, Synergy_Loewe=-5.71, Synergy_HSA=-5.54.